Dataset: Full USPTO retrosynthesis dataset with 1.9M reactions from patents (1976-2016). Task: Predict the reactants needed to synthesize the given product. Given the product [F:18][C:19]([F:32])([F:31])[S:20]([NH:1][CH2:2][C@@H:3]1[CH2:7][CH2:6][CH2:5][N:4]1[C:8]([O:10][CH2:11][C:12]1[CH:17]=[CH:16][CH:15]=[CH:14][CH:13]=1)=[O:9])(=[O:22])=[O:21], predict the reactants needed to synthesize it. The reactants are: [NH2:1][CH2:2][C@@H:3]1[CH2:7][CH2:6][CH2:5][N:4]1[C:8]([O:10][CH2:11][C:12]1[CH:17]=[CH:16][CH:15]=[CH:14][CH:13]=1)=[O:9].[F:18][C:19]([F:32])([F:31])[S:20](O[S:20]([C:19]([F:32])([F:31])[F:18])(=[O:22])=[O:21])(=[O:22])=[O:21].C(Cl)(Cl)Cl.